Dataset: Aqueous solubility values for 9,982 compounds from the AqSolDB database. Task: Regression/Classification. Given a drug SMILES string, predict its absorption, distribution, metabolism, or excretion properties. Task type varies by dataset: regression for continuous measurements (e.g., permeability, clearance, half-life) or binary classification for categorical outcomes (e.g., BBB penetration, CYP inhibition). For this dataset (solubility_aqsoldb), we predict Y. The drug is O=C(O)c1ccc(Cl)o1. The Y is -1.69 log mol/L.